Task: Regression. Given a target protein amino acid sequence and a drug SMILES string, predict the binding affinity score between them. We predict pAffinity (pAffinity = -log10(affinity in M)). Dataset: bindingdb_patent.. Dataset: Drug-target binding data from BindingDB patent sources (1) The drug is CCNc1nc(Nc2cc(nn2C2CC2)[C@]23C[C@H]2COC3=O)ncc1C(F)(F)F. The target protein (Q5S007) has sequence MASGSCQGCEEDEETLKKLIVRLNNVQEGKQIETLVQILEDLLVFTYSERASKLFQGKNIHVPLLIVLDSYMRVASVQQVGWSLLCKLIEVCPGTMQSLMGPQDVGNDWEVLGVHQLILKMLTVHNASVNLSVIGLKTLDLLLTSGKITLLILDEESDIFMLIFDAMHSFPANDEVQKLGCKALHVLFERVSEEQLTEFVENKDYMILLSALTNFKDEEEIVLHVLHCLHSLAIPCNNVEVLMSGNVRCYNIVVEAMKAFPMSERIQEVSCCLLHRLTLGNFFNILVLNEVHEFVVKAVQQYPENAALQISALSCLALLTETIFLNQDLEEKNENQENDDEGEEDKLFWLEACYKALTWHRKNKHVQEAACWALNNLLMYQNSLHEKIGDEDGHFPAHREVMLSMLMHSSSKEVFQASANALSTLLEQNVNFRKILLSKGIHLNVLELMQKHIHSPEVAESGCKMLNHLFEGSNTSLDIMAAVVPKILTVMKRHETSLPV.... The pAffinity is 7.5. (2) The compound is N[C@]1(CNC[C@@H]1CCCB(O)O)C(O)=O. The target protein (P78540) has sequence MSLRGSLSRLLQTRVHSILKKSVHSVAVIGAPFSQGQKRKGVEHGPAAIREAGLMKRLSSLGCHLKDFGDLSFTPVPKDDLYNNLIVNPRSVGLANQELAEVVSRAVSDGYSCVTLGGDHSLAIGTISGHARHCPDLCVVWVDAHADINTPLTTSSGNLHGQPVSFLLRELQDKVPQLPGFSWIKPCISSASIVYIGLRDVDPPEHFILKNYDIQYFSMRDIDRLGIQKVMERTFDLLIGKRQRPIHLSFDIDAFDPTLAPATGTPVVGGLTYREGMYIAEEIHNTGLLSALDLVEVNPQLATSEEEAKTTANLAVDVIASSFGQTREGGHIVYDQLPTPSSPDESENQARVRI. The pAffinity is 5.7. (3) The small molecule is CC1(C)c2oc3ccccc3c2C(=O)c2ccc(OCCN3CC[N+](C)(C)CC3=O)cc12. The target protein (Q9UM73) has sequence MGAIGLLWLLPLLLSTAAVGSGMGTGQRAGSPAAGPPLQPREPLSYSRLQRKSLAVDFVVPSLFRVYARDLLLPPSSSELKAGRPEARGSLALDCAPLLRLLGPAPGVSWTAGSPAPAEARTLSRVLKGGSVRKLRRAKQLVLELGEEAILEGCVGPPGEAAVGLLQFNLSELFSWWIRQGEGRLRIRLMPEKKASEVGREGRLSAAIRASQPRLLFQIFGTGHSSLESPTNMPSPSPDYFTWNLTWIMKDSFPFLSHRSRYGLECSFDFPCELEYSPPLHDLRNQSWSWRRIPSEEASQMDLLDGPGAERSKEMPRGSFLLLNTSADSKHTILSPWMRSSSEHCTLAVSVHRHLQPSGRYIAQLLPHNEAAREILLMPTPGKHGWTVLQGRIGRPDNPFRVALEYISSGNRSLSAVDFFALKNCSEGTSPGSKMALQSSFTCWNGTVLQLGQACDFHQDCAQGEDESQMCRKLPVGFYCNFEDGFCGWTQGTLSPHTPQ.... The pAffinity is 5.9. (4) The drug is CC(C)N1CCC(CC1)n1cnc2cnc3ccc(cc3c12)C#CCNC(=O)c1cccn(Cc2ccc(F)c(F)c2)c1=O. The target protein (O15530) has sequence MARTTSQLYDAVPIQSSVVLCSCPSPSMVRTQTESSTPPGIPGGSRQGPAMDGTAAEPRPGAGSLQHAQPPPQPRKKRPEDFKFGKILGEGSFSTVVLARELATSREYAIKILEKRHIIKENKVPYVTRERDVMSRLDHPFFVKLYFTFQDDEKLYFGLSYAKNGELLKYIRKIGSFDETCTRFYTAEIVSALEYLHGKGIIHRDLKPENILLNEDMHIQITDFGTAKVLSPESKQARANSFVGTAQYVSPELLTEKSACKSSDLWALGCIIYQLVAGLPPFRAGNEYLIFQKIIKLEYDFPEKFFPKARDLVEKLLVLDATKRLGCEEMEGYGPLKAHPFFESVTWENLHQQTPPKLTAYLPAMSEDDEDCYGNYDNLLSQFGCMQVSSSSSSHSLSASDTGLPQRSGSNIEQYIHDLDSNSFELDLQFSEDEKRLLLEKQAGGNPWHQFVENNLILKMGPVDKRKGLFARRRQLLLTEGPHLYYVDPVNKVLKGEIPW.... The pAffinity is 8.2. (5) The small molecule is Cn1ncc(NC(=O)c2c(N)sc3cc(F)cnc23)c1N1CCCC(N)CC1. The target protein (Q9P1W9) has sequence MLTKPLQGPPAPPGTPTPPPGGKDREAFEAEYRLGPLLGKGGFGTVFAGHRLTDRLQVAIKVIPRNRVLGWSPLSDSVTCPLEVALLWKVGAGGGHPGVIRLLDWFETQEGFMLVLERPLPAQDLFDYITEKGPLGEGPSRCFFGQVVAAIQHCHSRGVVHRDIKDENILIDLRRGCAKLIDFGSGALLHDEPYTDFDGTRVYSPPEWISRHQYHALPATVWSLGILLYDMVCGDIPFERDQEILEAELHFPAHVSPDCCALIRRCLAPKPSSRPSLEEILLDPWMQTPAEDVPLNPSKGGPAPLAWSLLP. The pAffinity is 6.3. (6) The target protein (Q99523) has sequence MERPWGAADGLSRWPHGLGLLLLLQLLPPSTLSQDRLDAPPPPAAPLPRWSGPIGVSWGLRAAAAGGAFPRGGRWRRSAPGEDEECGRVRDFVAKLANNTHQHVFDDLRGSVSLSWVGDSTGVILVLTTFHVPLVIMTFGQSKLYRSEDYGKNFKDITDLINNTFIRTEFGMAIGPENSGKVVLTAEVSGGSRGGRIFRSSDFAKNFVQTDLPFHPLTQMMYSPQNSDYLLALSTENGLWVSKNFGGKWEEIHKAVCLAKWGSDNTIFFTTYANGSCKADLGALELWRTSDLGKSFKTIGVKIYSFGLGGRFLFASVMADKDTTRRIHVSTDQGDTWSMAQLPSVGQEQFYSILAANDDMVFMHVDEPGDTGFGTIFTSDDRGIVYSKSLDRHLYTTTGGETDFTNVTSLRGVYITSVLSEDNSIQTMITFDQGGRWTHLRKPENSECDATAKNKNECSLHIHASYSISQKLNVPMAPLSEPNAVGIVIAHGSVGDAISV.... The pAffinity is 5.8. The compound is Cc1cccc(NC(=O)c2ccc(Cl)cc2C(O)=O)n1.